Task: Predict the reactants needed to synthesize the given product.. Dataset: Full USPTO retrosynthesis dataset with 1.9M reactions from patents (1976-2016) (1) Given the product [Cl:15][CH2:16][C:17]([C:7]1[C:2]([F:1])=[CH:3][C:4]([F:9])=[CH:5][C:6]=1[F:8])=[O:18], predict the reactants needed to synthesize it. The reactants are: [F:1][C:2]1[CH:7]=[C:6]([F:8])[CH:5]=[C:4]([F:9])[CH:3]=1.[Al+3].[Cl-].[Cl-].[Cl-].Cl.[Cl:15][CH2:16][C:17](Cl)=[O:18]. (2) Given the product [CH3:1][O:2][C:3]1[CH:10]=[CH:9][CH:8]=[CH:7][C:4]=1/[CH:5]=[C:14](\[CH2:15][CH2:16][CH2:17][CH2:18][CH3:19])/[C:12](=[O:11])[CH3:13], predict the reactants needed to synthesize it. The reactants are: [CH3:1][O:2][C:3]1[CH:10]=[CH:9][CH:8]=[CH:7][C:4]=1[CH:5]=O.[O:11]=[C:12]([CH:14](P(=O)(OCC)OCC)[CH2:15][CH2:16][CH2:17][CH2:18][CH3:19])[CH3:13]. (3) Given the product [F:1][C:2]1[CH:3]=[CH:4][C:5]([C:8]2[N:12]=[C:11]([CH2:13][OH:14])[NH:10][C:9]=2[C:15]2[CH:20]=[CH:19][C:18]([S:25]([CH3:32])(=[O:27])=[O:24])=[CH:17][CH:16]=2)=[CH:6][CH:7]=1, predict the reactants needed to synthesize it. The reactants are: [F:1][C:2]1[CH:7]=[CH:6][C:5]([C:8]2[NH:12][C:11]([CH2:13][OH:14])=[N:10][C:9]=2[C:15]2[CH:20]=[CH:19][C:18](SC)=[CH:17][CH:16]=2)=[CH:4][CH:3]=1.O[O:24][S:25]([O-:27])=O.[K+].CO.O1CCC[CH2:32]1. (4) Given the product [CH3:1][O:2][CH2:3][CH:4]1[CH2:8][CH2:7][CH2:6][N:5]1[C:25]1[N:24]=[CH:23][C:22]([CH3:27])=[CH:21][C:20]=1[C:18]#[N:19], predict the reactants needed to synthesize it. The reactants are: [CH3:1][O:2][CH2:3][CH:4]1[CH2:8][CH2:7][CH2:6][NH:5]1.CCN(C(C)C)C(C)C.[C:18]([C:20]1[CH:21]=[C:22]([CH3:27])[C:23](F)=[N:24][CH:25]=1)#[N:19]. (5) Given the product [N+:1]([C:4]1[NH:5][N:6]=[C:7]([NH:33][C:21](=[O:20])[O:42][C:39]([CH3:41])([CH3:40])[CH3:38])[CH:8]=1)([O-:3])=[O:2], predict the reactants needed to synthesize it. The reactants are: [N+:1]([C:4]1[CH:8]=[C:7](C(O)=O)[NH:6][N:5]=1)([O-:3])=[O:2].C1(OP(N=[N+]=[N-])(=O)[O:20][C:21]2C=CC=CC=2)C=CC=CC=1.CC[N:33](CC)CC.[CH3:38][C:39]([OH:42])([CH3:41])[CH3:40]. (6) Given the product [OH:23][C:24]1[CH:25]=[C:26]([O:33][CH:34]([CH3:36])[CH3:35])[CH:27]=[C:28]([CH:32]=1)[C:29]([NH:1][C:2]1[S:3][CH:4]=[CH:5][N:6]=1)=[O:30], predict the reactants needed to synthesize it. The reactants are: [NH2:1][C:2]1[S:3][CH:4]=[CH:5][N:6]=1.C(N(CC)CC)C.[Cl-].ClC1N(C)CC[NH+]1C.[OH:23][C:24]1[CH:25]=[C:26]([O:33][CH:34]([CH3:36])[CH3:35])[CH:27]=[C:28]([CH:32]=1)[C:29](O)=[O:30].[Cl-].[NH4+].